Dataset: Full USPTO retrosynthesis dataset with 1.9M reactions from patents (1976-2016). Task: Predict the reactants needed to synthesize the given product. (1) The reactants are: CS(C)=O.C(Cl)(=O)C(Cl)=O.[C:11]([O:15][C:16](=[O:24])[NH:17][C:18]([CH3:23])([CH3:22])[CH2:19][CH2:20][OH:21])([CH3:14])([CH3:13])[CH3:12].C(N(CC)CC)C. Given the product [C:11]([O:15][C:16]([NH:17][C:18]([CH3:23])([CH3:22])[CH2:19][CH:20]=[O:21])=[O:24])([CH3:14])([CH3:13])[CH3:12], predict the reactants needed to synthesize it. (2) Given the product [F:19][C:20]1[CH:25]=[C:24]([F:26])[CH:23]=[CH:22][C:21]=1[S:27]([NH:9][C:8]1[C:3]([O:2][CH3:1])=[N:4][CH:5]=[C:6]([B:10]2[O:14][C:13]([CH3:16])([CH3:15])[C:12]([CH3:18])([CH3:17])[O:11]2)[CH:7]=1)(=[O:29])=[O:28], predict the reactants needed to synthesize it. The reactants are: [CH3:1][O:2][C:3]1[C:8]([NH2:9])=[CH:7][C:6]([B:10]2[O:14][C:13]([CH3:16])([CH3:15])[C:12]([CH3:18])([CH3:17])[O:11]2)=[CH:5][N:4]=1.[F:19][C:20]1[CH:25]=[C:24]([F:26])[CH:23]=[CH:22][C:21]=1[S:27](Cl)(=[O:29])=[O:28].Cl.C(Cl)Cl. (3) The reactants are: [C:1]12([CH2:11][NH:12][C:13]([C:15]3[N:20]4[CH:21]=[C:22]([CH2:24][CH2:25][OH:26])[N:23]=[C:19]4[CH:18]=[CH:17][CH:16]=3)=[O:14])[CH2:10][CH:5]3[CH2:6][CH:7]([CH2:9][CH:3]([CH2:4]3)[CH2:2]1)[CH2:8]2.[CH3:27][S:28](Cl)(=[O:30])=[O:29]. Given the product [C:1]12([CH2:11][NH:12][C:13]([C:15]3[N:20]4[CH:21]=[C:22]([CH2:24][CH2:25][O:26][S:28]([CH3:27])(=[O:30])=[O:29])[N:23]=[C:19]4[CH:18]=[CH:17][CH:16]=3)=[O:14])[CH2:2][CH:3]3[CH2:4][CH:5]([CH2:6][CH:7]([CH2:9]3)[CH2:8]1)[CH2:10]2, predict the reactants needed to synthesize it. (4) Given the product [Cl:8][C:7]1[C:2]([C:35]2[CH:44]=[C:43]3[C:38]([CH:39]=[CH:40][CH:41]=[N:42]3)=[CH:37][CH:36]=2)=[CH:3][C:4]([F:26])=[C:5]([N:9]2[C:13]([CH2:14][C@@H:15]3[CH2:19][CH2:18][N:17]([C:20]([CH:22]4[CH2:24][CH2:23]4)=[O:21])[CH2:16]3)=[N:12][NH:11][C:10]2=[O:25])[CH:6]=1, predict the reactants needed to synthesize it. The reactants are: Br[C:2]1[C:7]([Cl:8])=[CH:6][C:5]([N:9]2[C:13]([CH2:14][C@@H:15]3[CH2:19][CH2:18][N:17]([C:20]([CH:22]4[CH2:24][CH2:23]4)=[O:21])[CH2:16]3)=[N:12][NH:11][C:10]2=[O:25])=[C:4]([F:26])[CH:3]=1.CC1(C)C(C)(C)OB([C:35]2[CH:44]=[C:43]3[C:38]([CH:39]=[CH:40][CH:41]=[N:42]3)=[CH:37][CH:36]=2)O1.C(=O)([O-])[O-].[Cs+].[Cs+]. (5) The reactants are: C(OC([N:8]1[CH2:13][CH2:12][C:11](=O)[CH2:10][CH2:9]1)=O)(C)(C)C.[N+:15]([CH:18]=[CH:19][C:20]1[CH:25]=[CH:24][C:23]([Cl:26])=[CH:22][CH:21]=1)([O-])=O.[Cl:27][C:28]1[CH:29]=[C:30]([CH:33]=[CH:34][CH:35]=1)[CH2:31]N. Given the product [Cl:27][C:28]1[CH:29]=[C:30]([CH:33]=[CH:34][CH:35]=1)[CH2:31][N:15]1[C:11]2[CH2:10][CH2:9][NH:8][CH2:13][C:12]=2[C:19]([C:20]2[CH:25]=[CH:24][C:23]([Cl:26])=[CH:22][CH:21]=2)=[CH:18]1, predict the reactants needed to synthesize it.